From a dataset of Forward reaction prediction with 1.9M reactions from USPTO patents (1976-2016). Predict the product of the given reaction. (1) The product is: [CH3:28][O:27][C:20]1[CH:19]=[C:18]([CH:23]=[CH:22][C:21]=1[N+:24]([O-:26])=[O:25])[CH2:17][N:1]1[CH2:6][CH2:5][S:4](=[O:8])(=[O:7])[CH2:3][CH2:2]1. Given the reactants [NH:1]1[CH2:6][CH2:5][S:4](=[O:8])(=[O:7])[CH2:3][CH2:2]1.C(N(CC)CC)C.Br[CH2:17][C:18]1[CH:23]=[CH:22][C:21]([N+:24]([O-:26])=[O:25])=[C:20]([O:27][CH3:28])[CH:19]=1, predict the reaction product. (2) Given the reactants [Si:1]([O:18][CH2:19][C:20]1[C:28]([S:29]([CH3:32])(=[O:31])=[O:30])=[CH:27][C:26]2[N:25]3[CH2:33][CH2:34][NH:35][CH:36]([CH:37]([CH3:39])[CH3:38])[C:24]3=[CH:23][C:22]=2[CH:21]=1)([C:14]([CH3:17])([CH3:16])[CH3:15])([C:8]1[CH:13]=[CH:12][CH:11]=[CH:10][CH:9]=1)[C:2]1[CH:7]=[CH:6][CH:5]=[CH:4][CH:3]=1.ClC1N=C(C(F)(F)F)[C:44]([C:51](=[O:53])C)=CN=1.CCN(C(C)C)C(C)C, predict the reaction product. The product is: [Si:1]([O:18][CH2:19][C:20]1[C:28]([S:29]([CH3:32])(=[O:31])=[O:30])=[CH:27][C:26]2[N:25]3[CH2:33][CH2:34][NH:35][CH:36]([CH:37]([CH3:39])[CH3:38])[C:24]3=[CH:23][C:22]=2[CH:21]=1)([C:14]([CH3:15])([CH3:16])[CH3:17])([C:2]1[CH:7]=[CH:6][CH:5]=[CH:4][CH:3]=1)[C:8]1[CH:13]=[CH:12][CH:11]=[CH:10][CH:9]=1.[CH:51](=[O:53])[CH3:44]. (3) Given the reactants [CH3:1][C:2]1[N:3]=[C:4](/[CH:7]=[C:8]2\[C:9](=[O:13])[O:10][CH2:11][CH2:12]\2)[S:5][CH:6]=1, predict the reaction product. The product is: [CH3:1][C:2]1[N:3]=[C:4]([CH2:7][CH:8]2[CH2:12][CH2:11][O:10][C:9]2=[O:13])[S:5][CH:6]=1. (4) Given the reactants C([N:8]1[CH2:13][CH2:12]/[C:11](=[CH:14]\[C:15]([O:17][CH2:18][CH3:19])=[O:16])/[CH:10]([CH3:20])[CH2:9]1)C1C=CC=CC=1.ClC(OC(Cl)C)=O, predict the reaction product. The product is: [CH3:20][CH:10]1[CH2:9][NH:8][CH2:13][CH2:12]/[C:11]/1=[CH:14]\[C:15]([O:17][CH2:18][CH3:19])=[O:16]. (5) The product is: [C:1]([O:5][C:6](=[O:9])[CH2:7]/[N:8]=[CH:11]/[CH2:10][C:12]([CH2:16][CH3:17])([CH3:18])[CH2:13][CH3:14])([CH3:4])([CH3:3])[CH3:2]. Given the reactants [C:1]([O:5][C:6](=[O:9])[CH2:7][NH2:8])([CH3:4])([CH3:3])[CH3:2].[CH2:10]([C:12]([CH3:18])([CH2:16][CH3:17])[CH2:13][CH:14]=O)[CH3:11], predict the reaction product. (6) The product is: [C:1]([C:4]1[S:8][C:7]([NH:9][S:22]([C:19]2[CH:18]=[CH:17][C:16]([O:15][C:14]3[CH:26]=[CH:27][CH:28]=[C:12]([Cl:11])[C:13]=3[C:29]#[N:30])=[CH:21][CH:20]=2)(=[O:23])=[O:24])=[N:6][C:5]=1[CH3:10])(=[O:3])[CH3:2]. Given the reactants [C:1]([C:4]1[S:8][C:7]([NH2:9])=[N:6][C:5]=1[CH3:10])(=[O:3])[CH3:2].[Cl:11][C:12]1[C:13]([C:29]#[N:30])=[C:14]([CH:26]=[CH:27][CH:28]=1)[O:15][C:16]1[CH:21]=[CH:20][C:19]([S:22](Cl)(=[O:24])=[O:23])=[CH:18][CH:17]=1, predict the reaction product. (7) Given the reactants [CH3:1][O:2][C:3]1[N:8]=[C:7]([C:9]2[N:22]=[C:12]3[CH:13]([C:17]([O:19]CC)=[O:18])[CH2:14][CH2:15][CH2:16][N:11]3[N:10]=2)[CH:6]=[CH:5][C:4]=1[N:23]1[CH:27]=[C:26]([CH3:28])[N:25]=[CH:24]1.Cl, predict the reaction product. The product is: [CH3:1][O:2][C:3]1[N:8]=[C:7]([C:9]2[N:22]=[C:12]3[CH:13]([C:17]([OH:19])=[O:18])[CH2:14][CH2:15][CH2:16][N:11]3[N:10]=2)[CH:6]=[CH:5][C:4]=1[N:23]1[CH:27]=[C:26]([CH3:28])[N:25]=[CH:24]1.